Dataset: Catalyst prediction with 721,799 reactions and 888 catalyst types from USPTO. Task: Predict which catalyst facilitates the given reaction. (1) Reactant: [Cl:1][C:2]1[CH:7]=[CH:6][CH:5]=[C:4]([Cl:8])[C:3]=1[N:9]1[C:18]2[C:13](=[C:14]([C:29]3[CH:34]=[CH:33][CH:32]=[CH:31][C:30]=3[Cl:35])[CH:15]=[C:16]([CH:19]3[CH2:28][CH2:27][C:22]4([O:26][CH2:25][CH2:24][O:23]4)[CH2:21][CH2:20]3)[CH:17]=2)[CH2:12][NH:11][C:10]1=[O:36].[H-].[Na+].[CH3:39][O:40][C:41]1[CH:48]=[CH:47][C:44]([CH2:45]Cl)=[CH:43][CH:42]=1. Product: [Cl:8][C:4]1[CH:5]=[CH:6][CH:7]=[C:2]([Cl:1])[C:3]=1[N:9]1[C:18]2[C:13](=[C:14]([C:29]3[CH:34]=[CH:33][CH:32]=[CH:31][C:30]=3[Cl:35])[CH:15]=[C:16]([CH:19]3[CH2:28][CH2:27][C:22]4([O:26][CH2:25][CH2:24][O:23]4)[CH2:21][CH2:20]3)[CH:17]=2)[CH2:12][N:11]([CH2:45][C:44]2[CH:47]=[CH:48][C:41]([O:40][CH3:39])=[CH:42][CH:43]=2)[C:10]1=[O:36]. The catalyst class is: 3. (2) Reactant: [CH3:1][S:2](Cl)(=[O:4])=[O:3].[OH:6][CH2:7][CH:8]1[O:12][C:11](=[O:13])[N:10]([CH:14]([CH3:16])[CH3:15])[CH2:9]1.C(N(CC)CC)C. Product: [CH3:1][S:2]([O:6][CH2:7][CH:8]1[O:12][C:11](=[O:13])[N:10]([CH:14]([CH3:16])[CH3:15])[CH2:9]1)(=[O:4])=[O:3]. The catalyst class is: 2. (3) Reactant: [C:1]([O:5][C:6](=[O:36])[NH:7][C:8]([CH3:35])([CH2:32][CH2:33][CH3:34])[CH2:9][NH:10][C:11]([C:13]1[C:14]([CH3:31])=[N:15][N:16]2[C:21]([O:22]CC3C=CC=CC=3)=[CH:20][C:19]([CH3:30])=[CH:18][C:17]=12)=[O:12])([CH3:4])([CH3:3])[CH3:2].C1CCCCC=1. Product: [C:1]([O:5][C:6](=[O:36])[NH:7][C:8]([CH3:35])([CH2:32][CH2:33][CH3:34])[CH2:9][NH:10][C:11]([C:13]1[C:14]([CH3:31])=[N:15][N:16]2[C:21]([OH:22])=[CH:20][C:19]([CH3:30])=[CH:18][C:17]=12)=[O:12])([CH3:4])([CH3:3])[CH3:2]. The catalyst class is: 29. (4) Reactant: [F:1][C:2]1[CH:7]=[C:6]([N+:8]([O-:10])=[O:9])[CH:5]=[CH:4][C:3]=1[N:11]1[CH2:16][CH2:15][N:14]([CH:17]([C:22]2[CH:27]=[CH:26][CH:25]=[CH:24][CH:23]=2)[C:18]([NH:20][OH:21])=[NH:19])[CH2:13][CH2:12]1.CCN(C(C)C)C(C)C.[C:37](Cl)(=O)[CH:38]([CH3:40])[CH3:39]. Product: [F:1][C:2]1[CH:7]=[C:6]([N+:8]([O-:10])=[O:9])[CH:5]=[CH:4][C:3]=1[N:11]1[CH2:16][CH2:15][N:14]([CH:17]([C:18]2[N:19]=[C:37]([CH:38]([CH3:40])[CH3:39])[O:21][N:20]=2)[C:22]2[CH:27]=[CH:26][CH:25]=[CH:24][CH:23]=2)[CH2:13][CH2:12]1. The catalyst class is: 1. (5) Reactant: [F:1][C:2]1[CH:10]=[CH:9][C:8]([CH2:11][C:12]2[C:21]3[C:16](=[CH:17][CH:18]=[CH:19][CH:20]=3)[C:15](=[O:22])[NH:14][N:13]=2)=[CH:7][C:3]=1[C:4](O)=[O:5].Cl.[NH:24]1[CH2:29][CH2:28][C:27]2([C:37]3[C:32](=[CH:33][CH:34]=[CH:35][CH:36]=3)[CH2:31][O:30]2)[CH2:26][CH2:25]1.C(N(CC)CC)C.F[P-](F)(F)(F)(F)F.N1(OC(N(C)C)=[N+](C)C)C2C=CC=CC=2N=N1. Product: [F:1][C:2]1[CH:10]=[CH:9][C:8]([CH2:11][C:12]2[C:21]3[C:16](=[CH:17][CH:18]=[CH:19][CH:20]=3)[C:15](=[O:22])[NH:14][N:13]=2)=[CH:7][C:3]=1[C:4]([N:24]1[CH2:29][CH2:28][C:27]2([C:37]3[C:32](=[CH:33][CH:34]=[CH:35][CH:36]=3)[CH2:31][O:30]2)[CH2:26][CH2:25]1)=[O:5]. The catalyst class is: 80. (6) Reactant: Cl.[NH2:2][CH2:3][CH2:4][N:5]1[CH2:10][CH2:9][N:8]([CH2:11]/[CH:12]=[CH:13]/[C:14]([N:16]2[CH2:21][CH2:20][CH:19]([C:22]3[CH:27]=[CH:26][C:25]([C:28]([NH2:30])=[O:29])=[C:24]([O:31][C:32]4[CH:37]=[CH:36][C:35]([O:38][C:39]5[CH:44]=[CH:43][CH:42]=[CH:41][CH:40]=5)=[CH:34][CH:33]=4)[N:23]=3)[CH2:18][CH2:17]2)=[O:15])[CH2:7][CH2:6]1.[O:45]=[C:46]1[NH:50][C@@H:49]2[C@H:51]([CH2:54][CH2:55][CH2:56][CH2:57][C:58](O)=[O:59])[S:52][CH2:53][C@@H:48]2[NH:47]1.CN(C)CCCN=C=NCC.C(N(CC)CC)C. Product: [O:45]=[C:46]1[NH:50][C@@H:49]2[C@H:51]([CH2:54][CH2:55][CH2:56][CH2:57][C:58]([NH:2][CH2:3][CH2:4][N:5]3[CH2:10][CH2:9][N:8]([CH2:11][CH:12]=[CH:13][C:14]([N:16]4[CH2:17][CH2:18][CH:19]([C:22]5[CH:27]=[CH:26][C:25]([C:28]([NH2:30])=[O:29])=[C:24]([O:31][C:32]6[CH:37]=[CH:36][C:35]([O:38][C:39]7[CH:40]=[CH:41][CH:42]=[CH:43][CH:44]=7)=[CH:34][CH:33]=6)[N:23]=5)[CH2:20][CH2:21]4)=[O:15])[CH2:7][CH2:6]3)=[O:59])[S:52][CH2:53][C@@H:48]2[NH:47]1. The catalyst class is: 34. (7) Reactant: [Cl:1][C:2]1[CH:3]=[C:4]([CH:19]=[CH:20][CH:21]=1)[O:5][CH2:6][C@@H:7]1[CH2:11][CH2:10][CH2:9][N:8]1C(OC(C)(C)C)=O.Cl. Product: [ClH:1].[Cl:1][C:2]1[CH:3]=[C:4]([CH:19]=[CH:20][CH:21]=1)[O:5][CH2:6][C@@H:7]1[CH2:11][CH2:10][CH2:9][NH:8]1. The catalyst class is: 12. (8) Reactant: [Br:1][C:2]1[CH:3]=[C:4]([OH:8])[CH:5]=[CH:6][CH:7]=1.[CH2:9](O)[CH2:10][CH2:11][CH2:12][CH2:13][CH2:14][CH2:15][CH3:16].CCN(CC)CC.C1C=CC(P(C2C=CC=CC=2)C2C=CC=CC=2)=CC=1.CC(OC(/N=N/C(OC(C)C)=O)=O)C. Product: [Br:1][C:2]1[CH:7]=[CH:6][CH:5]=[C:4]([O:8][CH2:9][CH2:10][CH2:11][CH2:12][CH2:13][CH2:14][CH2:15][CH3:16])[CH:3]=1. The catalyst class is: 1. (9) Reactant: [F:1][C:2]1[CH:3]=[C:4]([CH:8]([NH:20][C:21]2[CH:26]=[C:25]([F:27])[C:24]([F:28])=[C:23]([F:29])[CH:22]=2)[C:9]([O:11][C@@H:12]2[CH:17]3[CH2:18][CH2:19][N:14]([CH2:15][CH2:16]3)[CH2:13]2)=[O:10])[CH:5]=[CH:6][CH:7]=1.[Cl:30][CH2:31][C:32]([C:34]1[S:35][CH:36]=[CH:37][CH:38]=1)=[O:33]. Product: [Cl-:30].[F:1][C:2]1[CH:3]=[C:4]([CH:8]([NH:20][C:21]2[CH:22]=[C:23]([F:29])[C:24]([F:28])=[C:25]([F:27])[CH:26]=2)[C:9]([O:11][C@@H:12]2[CH:17]3[CH2:18][CH2:19][N+:14]([CH2:31][C:32](=[O:33])[C:34]4[S:35][CH:36]=[CH:37][CH:38]=4)([CH2:15][CH2:16]3)[CH2:13]2)=[O:10])[CH:5]=[CH:6][CH:7]=1. The catalyst class is: 10.